Dataset: Reaction yield outcomes from USPTO patents with 853,638 reactions. Task: Predict the reaction yield, written as a fraction of the theoretical maximum amount of product (1.0 means a 100% yield; for example, 0.34 means a 34% yield). (1) The reactants are C(P1(=O)OP(CCC)(=O)OP(CCC)(=O)O1)CC.[C:19]([O:23][C:24]([N:26]1[CH2:35][CH2:34][C:33]2[N:32]=[C:31]([O:36][CH3:37])[CH:30]=[CH:29][C:28]=2[CH:27]1[C:38]([OH:40])=O)=[O:25])([CH3:22])([CH3:21])[CH3:20].[F:41][C:42]1[CH:43]=[C:44]([NH2:53])[CH:45]=[C:46]2[C:50]=1[C:49]([CH3:52])([CH3:51])[CH2:48][CH2:47]2.CCN(C(C)C)C(C)C. The catalyst is CN(C1C=CN=CC=1)C.C(OCC)(=O)C.O. The product is [F:41][C:42]1[CH:43]=[C:44]([NH:53][C:38]([CH:27]2[N:26]([C:24]([O:23][C:19]([CH3:21])([CH3:20])[CH3:22])=[O:25])[CH2:35][CH2:34][C:33]3[N:32]=[C:31]([O:36][CH3:37])[CH:30]=[CH:29][C:28]2=3)=[O:40])[CH:45]=[C:46]2[C:50]=1[C:49]([CH3:51])([CH3:52])[CH2:48][CH2:47]2. The yield is 0.810. (2) The reactants are [F:1][C:2]1[CH:7]=[CH:6][C:5]([C:8]2[C:12]([CH2:13][O:14][C:15]3[CH:16]=[CH:17][C:18]([C:21]([OH:23])=O)=[N:19][CH:20]=3)=[C:11]([CH2:24][OH:25])[O:10][N:9]=2)=[CH:4][CH:3]=1.[NH2:26][N:27]1[CH2:32][CH2:31][O:30][CH2:29][CH2:28]1. No catalyst specified. The product is [N:27]1([NH:26][C:21]([C:18]2[CH:17]=[CH:16][C:15]([O:14][CH2:13][C:12]3[C:8]([C:5]4[CH:6]=[CH:7][C:2]([F:1])=[CH:3][CH:4]=4)=[N:9][O:10][C:11]=3[CH2:24][OH:25])=[CH:20][N:19]=2)=[O:23])[CH2:32][CH2:31][O:30][CH2:29][CH2:28]1. The yield is 0.410. (3) The reactants are [NH2:1][CH2:2][CH2:3][N:4]([CH3:15])[CH2:5][CH2:6][NH:7][C:8](=[O:14])[O:9][C:10]([CH3:13])([CH3:12])[CH3:11].[Cl:16][C:17]1[CH:37]=[CH:36][C:20]([C:21]([C:23]2[CH:35]=[CH:34][C:26]([O:27][C:28]([CH3:33])([CH3:32])[C:29](O)=[O:30])=[CH:25][CH:24]=2)=[O:22])=[CH:19][CH:18]=1.CCN=C=NCCCN(C)C. The catalyst is CC#N.CCOC(C)=O. The product is [Cl:16][C:17]1[CH:37]=[CH:36][C:20]([C:21]([C:23]2[CH:35]=[CH:34][C:26]([O:27][C:28]([CH3:33])([CH3:32])[C:29]([NH:1][CH2:2][CH2:3][N:4]([CH3:15])[CH2:5][CH2:6][NH:7][C:8](=[O:14])[O:9][C:10]([CH3:11])([CH3:12])[CH3:13])=[O:30])=[CH:25][CH:24]=2)=[O:22])=[CH:19][CH:18]=1. The yield is 0.400.